Dataset: Forward reaction prediction with 1.9M reactions from USPTO patents (1976-2016). Task: Predict the product of the given reaction. (1) Given the reactants N[C:2]1[CH:3]=[CH:4][C:5]([Br:30])=[C:6]([CH:29]=1)[CH2:7][N:8]1[C@@H:12]([CH3:13])[C@@H:11]([C:14]2[CH:19]=[C:18]([C:20]([F:23])([F:22])[F:21])[CH:17]=[C:16]([C:24]([F:27])([F:26])[F:25])[CH:15]=2)[O:10][C:9]1=[O:28].N(OC(C)(C)C)=O.[CH3:38][S:39]SC, predict the reaction product. The product is: [F:25][C:24]([F:27])([F:26])[C:16]1[CH:15]=[C:14]([C@H:11]2[O:10][C:9](=[O:28])[N:8]([CH2:7][C:6]3[CH:29]=[C:2]([S:39][CH3:38])[CH:3]=[CH:4][C:5]=3[Br:30])[C@H:12]2[CH3:13])[CH:19]=[C:18]([C:20]([F:23])([F:22])[F:21])[CH:17]=1. (2) Given the reactants [Si]([O:18][C:19]1[CH:57]=[CH:56][C:22]([O:23][CH2:24][C@@H:25]([OH:55])[CH2:26][NH:27][CH2:28][CH2:29][C:30]2[CH:54]=[CH:53][C:33]([NH:34][CH:35]3[CH2:40][CH2:39][N:38]([C:41]([NH:43][CH2:44][C:45]4[CH:50]=[C:49]([F:51])[CH:48]=[C:47]([F:52])[CH:46]=4)=[O:42])[CH2:37][CH2:36]3)=[CH:32][CH:31]=2)=[CH:21][CH:20]=1)(C(C)(C)C)(C1C=CC=CC=1)C1C=CC=CC=1, predict the reaction product. The product is: [F:52][C:47]1[CH:46]=[C:45]([CH:50]=[C:49]([F:51])[CH:48]=1)[CH2:44][NH:43][C:41]([N:38]1[CH2:37][CH2:36][CH:35]([NH:34][C:33]2[CH:32]=[CH:31][C:30]([CH2:29][CH2:28][NH:27][CH2:26][C@H:25]([OH:55])[CH2:24][O:23][C:22]3[CH:21]=[CH:20][C:19]([OH:18])=[CH:57][CH:56]=3)=[CH:54][CH:53]=2)[CH2:40][CH2:39]1)=[O:42].